This data is from Reaction yield outcomes from USPTO patents with 853,638 reactions. The task is: Predict the reaction yield, written as a fraction of the theoretical maximum amount of product (1.0 means a 100% yield; for example, 0.34 means a 34% yield). (1) The reactants are I[C:2]1[C:10]2[C:5](=[N:6][CH:7]=[C:8]([C:11]3[CH:16]=[CH:15][C:14]([N:17]4[CH2:22][CH2:21][N:20]([C:23]([O:25][C:26]([CH3:29])([CH3:28])[CH3:27])=[O:24])[CH2:19][CH2:18]4)=[CH:13][CH:12]=3)[CH:9]=2)[N:4]([S:30]([C:33]2[CH:39]=[CH:38][C:36]([CH3:37])=[CH:35][CH:34]=2)(=[O:32])=[O:31])[CH:3]=1.[CH2:40]([N:47]1[CH:51]=[C:50](B2OC(C)(C)C(C)(C)O2)[CH:49]=[N:48]1)[C:41]1[CH:46]=[CH:45][CH:44]=[CH:43][CH:42]=1.C(=O)([O-])[O-].[Na+].[Na+]. The catalyst is C1(C)C=CC=CC=1.C(O)C.O.Cl[Pd](Cl)([P](C1C=CC=CC=1)(C1C=CC=CC=1)C1C=CC=CC=1)[P](C1C=CC=CC=1)(C1C=CC=CC=1)C1C=CC=CC=1. The product is [CH2:40]([N:47]1[CH:51]=[C:50]([C:2]2[C:10]3[C:5](=[N:6][CH:7]=[C:8]([C:11]4[CH:16]=[CH:15][C:14]([N:17]5[CH2:22][CH2:21][N:20]([C:23]([O:25][C:26]([CH3:29])([CH3:28])[CH3:27])=[O:24])[CH2:19][CH2:18]5)=[CH:13][CH:12]=4)[CH:9]=3)[N:4]([S:30]([C:33]3[CH:39]=[CH:38][C:36]([CH3:37])=[CH:35][CH:34]=3)(=[O:32])=[O:31])[CH:3]=2)[CH:49]=[N:48]1)[C:41]1[CH:46]=[CH:45][CH:44]=[CH:43][CH:42]=1. The yield is 0.956. (2) The reactants are [C:1]1([N:10]2[CH2:14][CH2:13][C@H:12]([NH:15]C(=O)OC(C)(C)C)[CH2:11]2)[C:2]2[N:3]([CH:7]=[CH:8][CH:9]=2)[CH:4]=[CH:5][N:6]=1.Cl. The catalyst is O1CCOCC1. The product is [C:1]1([N:10]2[CH2:14][CH2:13][C@H:12]([NH2:15])[CH2:11]2)[C:2]2[N:3]([CH:7]=[CH:8][CH:9]=2)[CH:4]=[CH:5][N:6]=1. The yield is 1.00. (3) The reactants are Cl.Cl.[CH3:3][N:4]1[CH2:10][CH2:9][C:8]2[CH:11]=[C:12]([NH2:15])[CH:13]=[CH:14][C:7]=2[CH2:6][CH2:5]1.[CH2:16]([C@H:19]1[C:23](=[O:24])[O:22][CH2:21][C@@H:20]1[NH:25][C:26](=[O:35])[O:27][CH2:28][C:29]1[CH:34]=[CH:33][CH:32]=[CH:31][CH:30]=1)[CH:17]=[CH2:18].C[Al](C)C. The product is [OH:22][CH2:21][C@H:20]([NH:25][C:26](=[O:35])[O:27][CH2:28][C:29]1[CH:34]=[CH:33][CH:32]=[CH:31][CH:30]=1)[C@H:19]([C:23](=[O:24])[NH:15][C:12]1[CH:13]=[CH:14][C:7]2[CH2:6][CH2:5][N:4]([CH3:3])[CH2:10][CH2:9][C:8]=2[CH:11]=1)[CH2:16][CH:17]=[CH2:18]. The yield is 0.500. The catalyst is ClCCl. (4) The yield is 0.290. The reactants are [CH3:1][C:2]1[N:3]([C:8]2[CH:12]=[C:11]([CH:13]([CH3:15])[CH3:14])[NH:10][N:9]=2)[C:4]([CH3:7])=[CH:5][CH:6]=1.[H-].[Na+].N[C@H:19](C(O)=O)CCSC.[Cl-].[NH4+]. The catalyst is C1COCC1.C(Cl)Cl. The product is [CH3:1][C:2]1[N:3]([C:8]2[N:9]([CH3:19])[N:10]=[C:11]([CH:13]([CH3:15])[CH3:14])[CH:12]=2)[C:4]([CH3:7])=[CH:5][CH:6]=1.[CH3:1][C:2]1[N:3]([C:8]2[CH:12]=[C:11]([CH:13]([CH3:15])[CH3:14])[N:10]([CH3:19])[N:9]=2)[C:4]([CH3:7])=[CH:5][CH:6]=1. (5) The reactants are Cl.[CH3:2][O:3][C:4]1[CH:5]=[C:6]([CH2:12][CH2:13][C:14]2[CH:15]=[C:16]([NH:19][C:20]([C:22]3[N:23]=[CH:24][C:25]([N:28]4[CH2:32][CH2:31][CH:30]([N:33](C)[C:34](=O)OC(C)(C)C)[CH2:29]4)=[N:26][CH:27]=3)=[O:21])[NH:17][N:18]=2)[CH:7]=[C:8]([O:10][CH3:11])[CH:9]=1. The catalyst is CO. The product is [CH3:2][O:3][C:4]1[CH:5]=[C:6]([CH2:12][CH2:13][C:14]2[CH:15]=[C:16]([NH:19][C:20]([C:22]3[CH:27]=[N:26][C:25]([N:28]4[CH2:32][CH2:31][CH:30]([NH:33][CH3:34])[CH2:29]4)=[CH:24][N:23]=3)=[O:21])[NH:17][N:18]=2)[CH:7]=[C:8]([O:10][CH3:11])[CH:9]=1. The yield is 0.390. (6) The reactants are [N+:1]([C:4]1[CH:5]=[C:6]2[C:11](=[CH:12][CH:13]=1)[NH:10][C:9](=O)[CH2:8][CH2:7]2)([O-:3])=[O:2].C(C1C(=O)C([Cl:25])=C(Cl)C(=O)C=1C#N)#N.P(Cl)(Cl)(Cl)=O. The catalyst is C1(C)C=CC=CC=1. The product is [Cl:25][C:9]1[CH:8]=[CH:7][C:6]2[C:11](=[CH:12][CH:13]=[C:4]([N+:1]([O-:3])=[O:2])[CH:5]=2)[N:10]=1. The yield is 0.500.